This data is from Reaction yield outcomes from USPTO patents with 853,638 reactions. The task is: Predict the reaction yield, written as a fraction of the theoretical maximum amount of product (1.0 means a 100% yield; for example, 0.34 means a 34% yield). (1) The reactants are [CH2:1]1[C:10]2[C:5](=[CH:6][CH:7]=[CH:8][CH:9]=2)[CH2:4][CH2:3][CH2:2]1.[I:11]I. The catalyst is ClCCl.[N+]([O-])([O-])=O.[Ag+]. The product is [I:11][C:7]1[CH:6]=[C:5]2[C:10](=[CH:9][CH:8]=1)[CH2:1][CH2:2][CH2:3][CH2:4]2. The yield is 0.330. (2) The reactants are [F:1][C:2]1[C:3]([O:30][CH3:31])=[CH:4][C:5]([CH2:25][C:26]([F:29])([F:28])[F:27])=[C:6]([C:8]2[CH:16]=[C:15]3[C:11]([C:12]([C:23]#[N:24])=[N:13][N:14]3[CH:17]3[CH2:22][CH2:21][CH2:20][CH2:19][O:18]3)=[CH:10][CH:9]=2)[CH:7]=1.[CH3:32][O-:33].[Na+]. The catalyst is CO. The product is [CH3:32][O:33][C:23]([C:12]1[C:11]2[C:15](=[CH:16][C:8]([C:6]3[CH:7]=[C:2]([F:1])[C:3]([O:30][CH3:31])=[CH:4][C:5]=3[CH2:25][C:26]([F:29])([F:28])[F:27])=[CH:9][CH:10]=2)[N:14]([CH:17]2[CH2:22][CH2:21][CH2:20][CH2:19][O:18]2)[N:13]=1)=[NH:24]. The yield is 0.880. (3) The reactants are [C:1]1([C@H:7]([N:12]2[C:20]3[C:15](=[CH:16][C:17]([C:21]#[C:22][C:23]4[CH:28]=[CH:27][CH:26]=[CH:25][CH:24]=4)=[CH:18][CH:19]=3)[CH:14]=[CH:13]2)[C@H:8]([OH:11])[CH2:9][OH:10])[CH:6]=[CH:5][CH:4]=[CH:3][CH:2]=1. The catalyst is C(OCC)(=O)C.[Pd]. The product is [C:1]1([C@H:7]([N:12]2[C:20]3[C:15](=[CH:16][C:17]([CH2:21][CH2:22][C:23]4[CH:24]=[CH:25][CH:26]=[CH:27][CH:28]=4)=[CH:18][CH:19]=3)[CH:14]=[CH:13]2)[C@H:8]([OH:11])[CH2:9][OH:10])[CH:6]=[CH:5][CH:4]=[CH:3][CH:2]=1. The yield is 0.800. (4) The reactants are [CH2:1]([C:3]1[CH:4]=[C:5]([NH:9][C:10]2[CH:11]=[N:12][N:13]([CH3:18])[C:14]=2[C:15]([OH:17])=O)[CH:6]=[CH:7][CH:8]=1)[CH3:2].FC1C=C(NC2C=NN(C)C=2C(O)=O)C=CC=1.ClC1C2C(CC)=CC=CC=2N=C2C=NN(C)C=12.ClC1C2C=CC(CC)=CC=2N=C2C=NN(C)C=12. The catalyst is C(O)(=O)C. The product is [CH2:1]([C:3]1[C:4]2[C:15](=[O:17])[C:14]3[N:13]([CH3:18])[N:12]=[CH:11][C:10]=3[NH:9][C:5]=2[CH:6]=[CH:7][CH:8]=1)[CH3:2].[CH2:1]([C:3]1[CH:8]=[CH:7][C:6]2[C:15](=[O:17])[C:14]3[N:13]([CH3:18])[N:12]=[CH:11][C:10]=3[NH:9][C:5]=2[CH:4]=1)[CH3:2]. The yield is 0.410. (5) The reactants are [C:1]([NH:5][CH3:6])([CH3:4])([CH3:3])[CH3:2].C(N(CC)CC)C.[C:14]([C:16]1[CH:21]=[CH:20][CH:19]=[CH:18][C:17]=1[S:22](Cl)(=[O:24])=[O:23])#[N:15]. The catalyst is C1COCC1. The product is [C:1]([N:5]([CH3:6])[S:22]([C:17]1[CH:18]=[CH:19][CH:20]=[CH:21][C:16]=1[C:14]#[N:15])(=[O:24])=[O:23])([CH3:4])([CH3:3])[CH3:2]. The yield is 0.200. (6) The reactants are Cl[C:2]1[N:7]=[C:6]([Cl:8])[C:5]([C:9]#[N:10])=[CH:4][N:3]=1.[Cl:11][C:12]1[CH:13]=[C:14]([CH2:18][CH2:19][NH2:20])[CH:15]=[CH:16][CH:17]=1.CCN(C(C)C)C(C)C.O. The catalyst is C1COCC1.C(OCC)(=O)C. The product is [Cl:8][C:6]1[C:5]([C:9]#[N:10])=[CH:4][N:3]=[C:2]([NH:20][CH2:19][CH2:18][C:14]2[CH:15]=[CH:16][CH:17]=[C:12]([Cl:11])[CH:13]=2)[N:7]=1. The yield is 0.380.